From a dataset of Peptide-MHC class I binding affinity with 185,985 pairs from IEDB/IMGT. Regression. Given a peptide amino acid sequence and an MHC pseudo amino acid sequence, predict their binding affinity value. This is MHC class I binding data. The peptide sequence is KGLGHDFLR. The MHC is HLA-A31:01 with pseudo-sequence HLA-A31:01. The binding affinity (normalized) is 1.00.